Dataset: Forward reaction prediction with 1.9M reactions from USPTO patents (1976-2016). Task: Predict the product of the given reaction. (1) The product is: [C:15]([NH:14][C:12]1[S:13][C:9]2[C:8]3[N:32]([C:31]4[CH:30]=[CH:29][C:24]([C:25]([O:27][CH3:28])=[O:26])=[CH:23][C:22]=4[Cl:21])[N:33]=[C:5]([CH:1]4[CH2:4][CH2:3][CH2:2]4)[C:7]=3[CH2:19][CH2:18][C:10]=2[N:11]=1)(=[O:17])[CH3:16]. Given the reactants [CH:1]1([C:5]([CH:7]2[CH2:19][CH2:18][C:10]3[N:11]=[C:12]([NH:14][C:15](=[O:17])[CH3:16])[S:13][C:9]=3[C:8]2=O)=O)[CH2:4][CH2:3][CH2:2]1.[Cl:21][C:22]1[CH:23]=[C:24]([CH:29]=[CH:30][C:31]=1[NH:32][NH2:33])[C:25]([O:27][CH3:28])=[O:26], predict the reaction product. (2) Given the reactants [CH2:1]([O:8][C:9]([NH:11][C@H:12]1[CH2:17][CH2:16][N:15]([C:18]2[N:23]=[CH:22][N:21]=[C:20]([C:24]([OH:26])=[O:25])[CH:19]=2)[CH2:14][C@H:13]1[O:27][CH3:28])=[O:10])[C:2]1[CH:7]=[CH:6][CH:5]=[CH:4][CH:3]=1.[C:29](=O)([O-])[O-].[K+].[K+].CI, predict the reaction product. The product is: [CH2:1]([O:8][C:9]([NH:11][C@H:12]1[CH2:17][CH2:16][N:15]([C:18]2[N:23]=[CH:22][N:21]=[C:20]([C:24]([O:26][CH3:29])=[O:25])[CH:19]=2)[CH2:14][C@H:13]1[O:27][CH3:28])=[O:10])[C:2]1[CH:7]=[CH:6][CH:5]=[CH:4][CH:3]=1. (3) Given the reactants [CH3:1][C:2]1[NH:6][CH:5]=[N:4][C:3]=1[C:7]1[CH:12]=[CH:11][CH:10]=[CH:9][CH:8]=1.[C:13]1(C(=O)CCC)C=CC=CC=1, predict the reaction product. The product is: [CH2:1]([C:2]1[NH:6][CH:5]=[N:4][C:3]=1[C:7]1[CH:8]=[CH:9][CH:10]=[CH:11][CH:12]=1)[CH3:13]. (4) The product is: [Cl:23][C:13]1[C:14]2[S:19][CH:18]=[CH:17][C:15]=2[N:16]=[C:11]([C:2]2[CH:3]=[N:4][C:5]3[C:10](=[CH:9][CH:8]=[CH:7][CH:6]=3)[N:1]=2)[N:12]=1. Given the reactants [N:1]1[C:10]2[C:5](=[CH:6][CH:7]=[CH:8][CH:9]=2)[N:4]=[CH:3][C:2]=1[C:11]1[N:12]=[C:13](O)[C:14]2[S:19][CH:18]=[CH:17][C:15]=2[N:16]=1.O=P(Cl)(Cl)[Cl:23], predict the reaction product. (5) Given the reactants [NH2:1][CH2:2][CH2:3][NH:4][C:5]([C:7]1[N:15]=[C:14]2[C:10]([N:11]=[CH:12][N:13]2[C@@H:16]2[CH2:20][C@H:19]([NH:21][C:22](=[O:25])[CH2:23][CH3:24])[C@@H:18]([OH:26])[C@H:17]2[OH:27])=[C:9]([NH:28][CH2:29][CH:30]([C:37]2[CH:42]=[CH:41][CH:40]=[CH:39][CH:38]=2)[C:31]2[CH:36]=[CH:35][CH:34]=[CH:33][CH:32]=2)[N:8]=1)=[O:6].[N:43]1[CH:48]=[CH:47][CH:46]=[CH:45][C:44]=1[N:49]1[CH2:54][CH2:53][CH:52]([NH:55][C:56](N2C=CN=C2)=[O:57])[CH2:51][CH2:50]1, predict the reaction product. The product is: [N:49]1([C:44]2[CH:45]=[CH:46][CH:47]=[CH:48][N:43]=2)[CH2:54][CH2:53][CH:52]([NH:55][C:56](=[O:57])[NH:1][CH2:2][CH2:3][NH:4][C:5]([C:7]2[N:15]=[C:14]3[C:10]([N:11]=[CH:12][N:13]3[C@@H:16]3[CH2:20][C@H:19]([NH:21][C:22](=[O:25])[CH2:23][CH3:24])[C@@H:18]([OH:26])[C@H:17]3[OH:27])=[C:9]([NH:28][CH2:29][CH:30]([C:37]3[CH:42]=[CH:41][CH:40]=[CH:39][CH:38]=3)[C:31]3[CH:36]=[CH:35][CH:34]=[CH:33][CH:32]=3)[N:8]=2)=[O:6])[CH2:51][CH2:50]1.